Dataset: CYP2C19 inhibition data for predicting drug metabolism from PubChem BioAssay. Task: Regression/Classification. Given a drug SMILES string, predict its absorption, distribution, metabolism, or excretion properties. Task type varies by dataset: regression for continuous measurements (e.g., permeability, clearance, half-life) or binary classification for categorical outcomes (e.g., BBB penetration, CYP inhibition). Dataset: cyp2c19_veith. (1) The molecule is Nc1nc2c(c(=O)[nH]1)CN(CCCN1CCOCC1)CN2. The result is 0 (non-inhibitor). (2) The drug is Clc1ccccc1NN(Cc1ccncc1)c1ccccc1Cl. The result is 1 (inhibitor).